Dataset: Catalyst prediction with 721,799 reactions and 888 catalyst types from USPTO. Task: Predict which catalyst facilitates the given reaction. (1) Reactant: [CH3:1][C:2]1[N:3]([C:8]2[CH:12]=[C:11]([C:13]3(OC(SC)=S)[CH2:16][O:15][CH2:14]3)[N:10]([CH2:22][O:23][CH2:24][CH2:25][Si:26]([CH3:29])([CH3:28])[CH3:27])[N:9]=2)[C:4]([CH3:7])=[CH:5][CH:6]=1.C([SnH](CCCC)CCCC)CCC.CC(N=NC(C#N)(C)C)(C#N)C. Product: [CH3:7][C:4]1[N:3]([C:8]2[CH:12]=[C:11]([CH:13]3[CH2:14][O:15][CH2:16]3)[N:10]([CH2:22][O:23][CH2:24][CH2:25][Si:26]([CH3:28])([CH3:27])[CH3:29])[N:9]=2)[C:2]([CH3:1])=[CH:6][CH:5]=1. The catalyst class is: 11. (2) Reactant: [ClH:1].[C:2]([O:5][C@@H:6]([C:37]1[S:38][CH:39]=[C:40]([C:42](=[O:60])[NH:43][C@H:44]([CH2:52][C@H:53]([CH3:59])[C:54]([O:56][CH2:57][CH3:58])=[O:55])[CH2:45][C:46]2[CH:51]=[CH:50][CH:49]=[CH:48][CH:47]=2)[N:41]=1)[CH2:7][C@@H:8]([N:12]([CH3:36])[C:13](=[O:35])[C@@H:14]([NH:19]C([C@H]1CCCCN1C(OC(C)(C)C)=O)=O)[C@@H:15]([CH3:18])[CH2:16][CH3:17])[CH:9]([CH3:11])[CH3:10])(=[O:4])[CH3:3]. Product: [ClH:1].[NH2:19][C@@H:14]([C@@H:15]([CH3:18])[CH2:16][CH3:17])[C:13]([N:12]([C@@H:8]([CH:9]([CH3:11])[CH3:10])[CH2:7][C@H:6]([C:37]1[S:38][CH:39]=[C:40]([C:42]([NH:43][C@@H:44]([CH2:45][C:46]2[CH:47]=[CH:48][CH:49]=[CH:50][CH:51]=2)[CH2:52][C@H:53]([CH3:59])[C:54]([O:56][CH2:57][CH3:58])=[O:55])=[O:60])[N:41]=1)[O:5][C:2](=[O:4])[CH3:3])[CH3:36])=[O:35]. The catalyst class is: 12.